Dataset: Choline transporter screen with 302,306 compounds. Task: Binary Classification. Given a drug SMILES string, predict its activity (active/inactive) in a high-throughput screening assay against a specified biological target. (1) The compound is S=C(NC(=O)c1c(noc1C)c1ccccc1)NNC(=O)c1c(O)cccc1. The result is 0 (inactive). (2) The compound is Clc1c(OCCC)c(OC)cc(c1)C(=O)NC. The result is 0 (inactive). (3) The molecule is S=C(Nc1cc([N+]([O-])=O)ccc1O)NC(=O)c1cccnc1. The result is 0 (inactive). (4) The compound is S(c1n(c(nn1)C1CC1)C)CC(=O)Nc1sc(nn1)CC. The result is 0 (inactive).